The task is: Predict the reaction yield, written as a fraction of the theoretical maximum amount of product (1.0 means a 100% yield; for example, 0.34 means a 34% yield).. This data is from Reaction yield outcomes from USPTO patents with 853,638 reactions. (1) The reactants are [CH2:1]([N:8]1[C:16]2[C:11](=[CH:12][C:13](Br)=[CH:14][CH:15]=2)[CH:10]=[CH:9]1)[C:2]1[CH:7]=[CH:6][CH:5]=[CH:4][CH:3]=1.[F:18][C:19]([F:34])([F:33])[C:20]1[CH:21]=[C:22](B(O)O)[CH:23]=[C:24]([C:26]([F:29])([F:28])[F:27])[CH:25]=1.ClCCl.C(=O)([O-])[O-].[K+].[K+]. The catalyst is O1CCOCC1.O.C1C=CC(P(C2C=CC=CC=2)[C-]2C=CC=C2)=CC=1.C1C=CC(P(C2C=CC=CC=2)[C-]2C=CC=C2)=CC=1.Cl[Pd]Cl.[Fe+2]. The product is [CH2:1]([N:8]1[C:16]2[C:11](=[CH:12][C:13]([C:22]3[CH:23]=[C:24]([C:26]([F:29])([F:27])[F:28])[CH:25]=[C:20]([C:19]([F:18])([F:34])[F:33])[CH:21]=3)=[CH:14][CH:15]=2)[CH:10]=[CH:9]1)[C:2]1[CH:7]=[CH:6][CH:5]=[CH:4][CH:3]=1. The yield is 0.510. (2) The reactants are C([NH:8][C:9]1([CH2:13][CH:14]([OH:16])[CH3:15])[CH2:12][CH2:11][CH2:10]1)C1C=CC=CC=1. The catalyst is CCO.[Pd]. The product is [NH2:8][C:9]1([CH2:13][CH:14]([OH:16])[CH3:15])[CH2:12][CH2:11][CH2:10]1. The yield is 0.940. (3) The reactants are Cl[CH2:2]/[CH:3]=[CH:4]\[CH2:5]Cl.[NH2:7][CH:8]([C:15]1[CH:20]=[CH:19][CH:18]=[CH:17][CH:16]=1)[C:9]1[CH:14]=[CH:13][CH:12]=[CH:11][CH:10]=1.C([O-])(=O)C.[Na+].[I-].[K+]. The catalyst is CO. The product is [C:15]1([CH:8]([C:9]2[CH:14]=[CH:13][CH:12]=[CH:11][CH:10]=2)[N:7]2[CH2:5][CH:4]=[CH:3][CH2:2]2)[CH:20]=[CH:19][CH:18]=[CH:17][CH:16]=1. The yield is 0.410. (4) The reactants are Br[C:2]1[CH:3]=[C:4]2[C:9]([NH:10][CH:11]3[CH2:15][N:14](C(OCC4C=CC=CC=4)=O)[CH2:13][C:12]3([CH3:27])[CH3:26])=[C:8]([C:28](=[O:30])[NH2:29])[CH:7]=[N:6][N:5]2[CH:31]=1.[CH3:32][O:33][C:34]1[CH:39]=[C:38](B(O)O)[CH:37]=[CH:36][N:35]=1.CC(C1C=C(C(C)C)C(C2C=CC=CC=2P(C2CCCCC2)C2CCCCC2)=C(C(C)C)C=1)C.P([O-])([O-])([O-])=O.[K+].[K+].[K+].I[Si](C)(C)C. The catalyst is O1CCOCC1.CCOCC. The yield is 0.410. The product is [CH3:27][C:12]1([CH3:26])[CH2:13][NH:14][CH2:15][C@H:11]1[NH:10][C:9]1[C:4]2[N:5]([CH:31]=[C:2]([C:38]3[CH:37]=[CH:36][N:35]=[C:34]([O:33][CH3:32])[CH:39]=3)[CH:3]=2)[N:6]=[CH:7][C:8]=1[C:28]([NH2:29])=[O:30]. (5) The yield is 1.00. The catalyst is CO.[Pd]. The reactants are C([O:8][C:9]1[CH:14]=[CH:13][C:12]([CH2:15][CH2:16][C:17]2([CH2:23][OH:24])[CH2:21][O:20][C:19]([CH3:22])=[N:18]2)=[CH:11][CH:10]=1)C1C=CC=CC=1. The product is [OH:24][CH2:23][C:17]1([CH2:16][CH2:15][C:12]2[CH:11]=[CH:10][C:9]([OH:8])=[CH:14][CH:13]=2)[CH2:21][O:20][C:19]([CH3:22])=[N:18]1. (6) The yield is 0.100. The catalyst is O. The reactants are [CH3:1][N:2]([CH3:26])[C:3]1[CH:8]=[CH:7][C:6]([NH:9][C:10]2[N:15]=[C:14]([NH:16][CH2:17][C:18]3[O:19][CH:20]=[CH:21][CH:22]=3)[N:13]=[C:12]([O:23][CH2:24][CH3:25])[N:11]=2)=[CH:5][CH:4]=1.[NH2:27]C1C=CC=CC=1.[OH-].[K+].CC(C)=O. The product is [CH2:24]([O:23][C:12]1[N:13]=[C:14]([NH:16][CH2:17][C:18]2[O:19][CH:20]=[CH:21][CH:22]=2)[N:15]=[C:10]([NH:9][C:6]2[CH:7]=[CH:8][C:3]3[N:2]([CH3:26])[CH:1]=[N:27][C:4]=3[CH:5]=2)[N:11]=1)[CH3:25]. (7) The reactants are C(=O)(OCC)[O:2][C:3]1[CH:8]=[C:7]([N+:9]([O-:11])=[O:10])[C:6]([Br:12])=[CH:5][C:4]=1[F:13].C(=O)(O)[O-].[Na+]. The yield is 0.930. The product is [Br:12][C:6]1[C:7]([N+:9]([O-:11])=[O:10])=[CH:8][C:3]([OH:2])=[C:4]([F:13])[CH:5]=1. The catalyst is CO. (8) The reactants are [CH3:1][C:2]1[C:7]([C:8]([F:11])([F:10])[F:9])=[CH:6][CH:5]=[CH:4][C:3]=1[CH2:12][N:13]1[C:17]2[CH:18]=[C:19]([N:25]3[CH2:30][CH2:29]O[CH2:27][CH2:26]3)[CH:20]=[C:21]([C:22]([NH2:24])=O)[C:16]=2[N:15]=[C:14]1[C:31]([F:34])([F:33])[F:32].[CH3:35]OC(OC)N(C)C.[OH2:43].[NH2:44][NH2:45]. No catalyst specified. The product is [CH3:1][C:2]1[C:7]([C:8]([F:11])([F:10])[F:9])=[CH:6][CH:5]=[CH:4][C:3]=1[CH2:12][N:13]1[C:17]2[CH:18]=[C:19]([N:25]3[CH2:30][CH2:29][O:43][CH2:27][CH2:26]3)[CH:20]=[C:21]([C:22]3[N:24]=[CH:35][NH:45][N:44]=3)[C:16]=2[N:15]=[C:14]1[C:31]([F:34])([F:33])[F:32]. The yield is 0.587.